This data is from Catalyst prediction with 721,799 reactions and 888 catalyst types from USPTO. The task is: Predict which catalyst facilitates the given reaction. (1) Reactant: [C:1]1([S:7]([C:10]2[C:18]3[C:13](=[CH:14][CH:15]=[C:16]([O:19][CH2:20][CH2:21]OS(C4C=CC(C)=CC=4)(=O)=O)[CH:17]=3)[NH:12][N:11]=2)(=[O:9])=[O:8])[CH:6]=[CH:5][CH:4]=[CH:3][CH:2]=1.[CH2:33]([NH:35][CH2:36][CH3:37])[CH3:34]. Product: [C:1]1([S:7]([C:10]2[C:18]3[C:13](=[CH:14][CH:15]=[C:16]([O:19][CH2:20][CH2:21][N:35]([CH2:36][CH3:37])[CH2:33][CH3:34])[CH:17]=3)[NH:12][N:11]=2)(=[O:9])=[O:8])[CH:2]=[CH:3][CH:4]=[CH:5][CH:6]=1. The catalyst class is: 1. (2) Reactant: O.O.[Sn](Cl)Cl.[N+:6]([C:9]1[CH:14]=[CH:13][C:12]([C:15]2[NH:19][C:18](=[O:20])[O:17][N:16]=2)=[CH:11][CH:10]=1)([O-])=O.C(=O)([O-])O.[Na+]. Product: [NH2:6][C:9]1[CH:10]=[CH:11][C:12]([C:15]2[NH:19][C:18](=[O:20])[O:17][N:16]=2)=[CH:13][CH:14]=1. The catalyst class is: 8. (3) The catalyst class is: 1. Product: [F:1][C:2]1[CH:22]=[C:21]([S:23]([CH3:26])(=[O:24])=[O:25])[CH:20]=[CH:19][C:3]=1[O:4][C:5]1[N:6]=[CH:7][N:8]=[C:9]([O:12][CH:13]2[CH2:18][CH2:17][N:16]([C:32]([CH:28]3[CH2:29][CH2:30][CH2:31][O:27]3)=[O:33])[CH2:15][CH2:14]2)[C:10]=1[CH3:11]. Reactant: [F:1][C:2]1[CH:22]=[C:21]([S:23]([CH3:26])(=[O:25])=[O:24])[CH:20]=[CH:19][C:3]=1[O:4][C:5]1[C:10]([CH3:11])=[C:9]([O:12][CH:13]2[CH2:18][CH2:17][NH:16][CH2:15][CH2:14]2)[N:8]=[CH:7][N:6]=1.[O:27]1[CH2:31][CH2:30][CH2:29][CH:28]1[C:32](O)=[O:33].CN(C(ON1N=NC2C=CC=NC1=2)=[N+](C)C)C.F[P-](F)(F)(F)(F)F. (4) Reactant: [CH3:1][N:2]1[C:6]([C:7]2[CH:12]=[CH:11][C:10]([OH:13])=[CH:9][CH:8]=2)=[C:5]([C:14]2[CH:19]=[CH:18][N:17]=[CH:16][CH:15]=2)[N:4]=[N:3]1.Cl.Cl[CH2:22][C:23]1[CH:32]=[CH:31][C:30]2[C:25](=[CH:26][CH:27]=[CH:28][CH:29]=2)[N:24]=1.C(=O)([O-])[O-].[Cs+].[Cs+]. Product: [CH3:1][N:2]1[C:6]([C:7]2[CH:8]=[CH:9][C:10]([O:13][CH2:22][C:23]3[CH:32]=[CH:31][C:30]4[C:25](=[CH:26][CH:27]=[CH:28][CH:29]=4)[N:24]=3)=[CH:11][CH:12]=2)=[C:5]([C:14]2[CH:19]=[CH:18][N:17]=[CH:16][CH:15]=2)[N:4]=[N:3]1. The catalyst class is: 9. (5) Reactant: O1CCCC1.[F:6][C:7]1[CH:16]=[C:15](F)[C:14]([F:18])=[CH:13][C:8]=1[C:9]([O:11][CH3:12])=[O:10].[CH2:19]([N:26]1[CH2:31][CH2:30][NH:29][CH2:28][CH2:27]1)[C:20]1[CH:25]=[CH:24][CH:23]=[CH:22][CH:21]=1. Product: [CH2:19]([N:26]1[CH2:31][CH2:30][N:29]([C:15]2[C:14]([F:18])=[CH:13][C:8]([C:9]([O:11][CH3:12])=[O:10])=[C:7]([F:6])[CH:16]=2)[CH2:28][CH2:27]1)[C:20]1[CH:21]=[CH:22][CH:23]=[CH:24][CH:25]=1. The catalyst class is: 13. (6) Reactant: [F:1][C:2]([F:32])([F:31])[CH2:3][O:4][C:5]1[CH:10]=[CH:9][C:8]([O:11][CH2:12][C:13]([F:16])([F:15])[F:14])=[CH:7][C:6]=1[S:17]([NH:20][CH2:21][C@H:22]1[CH2:27][CH2:26][C@H:25]([C:28]([NH2:30])=O)[CH2:24][CH2:23]1)(=[O:19])=[O:18]. Product: [NH2:30][CH2:28][C@H:25]1[CH2:24][CH2:23][C@H:22]([CH2:21][NH:20][S:17]([C:6]2[CH:7]=[C:8]([O:11][CH2:12][C:13]([F:14])([F:15])[F:16])[CH:9]=[CH:10][C:5]=2[O:4][CH2:3][C:2]([F:32])([F:1])[F:31])(=[O:18])=[O:19])[CH2:27][CH2:26]1. The catalyst class is: 1. (7) Reactant: [NH2:1][C:2]1[C:3]2[C:10]([C:11]3[CH:16]=[CH:15][C:14]([NH:17][C:18](=[O:26])[O:19][C:20]4[CH:25]=[CH:24][CH:23]=[CH:22][CH:21]=4)=[C:13]([O:27][CH3:28])[CH:12]=3)=[CH:9][N:8]([CH:29]3[CH2:34][CH2:33][O:32][CH2:31][CH2:30]3)[C:4]=2[N:5]=[CH:6][N:7]=1.[N:35]1C=CC=CC=1CO. Product: [NH2:1][C:2]1[C:3]2[C:10]([C:11]3[CH:16]=[CH:15][C:14]([NH:17][C:18](=[O:26])[O:19][CH2:20][C:25]4[CH:24]=[CH:23][CH:22]=[CH:21][N:35]=4)=[C:13]([O:27][CH3:28])[CH:12]=3)=[CH:9][N:8]([CH:29]3[CH2:30][CH2:31][O:32][CH2:33][CH2:34]3)[C:4]=2[N:5]=[CH:6][N:7]=1. The catalyst class is: 17. (8) Reactant: F[C:2](F)(F)[C:3]([OH:5])=O.[CH3:8][O:9][C:10]1[CH:15]=[CH:14][C:13]([C:16]2[N:20]=[C:19]([C@H:21]3[CH2:26][CH2:25][CH2:24][CH2:23][NH:22]3)[O:18][N:17]=2)=[CH:12][CH:11]=1.CCN(C(C)C)C(C)C.O(CC(Cl)=O)C1[CH:42]=[CH:41][CH:40]=[CH:39]C=1.[O:47](CC(O)=O)[C:48]1C=CC=C[CH:49]=1.CN(C(ON1N=NC2C=CC=NC1=2)=[N+](C)C)C.F[P-](F)(F)(F)(F)F.CCN(C(C)C)C(C)C. Product: [CH3:8][O:9][C:10]1[CH:11]=[CH:12][C:13]([C:16]2[N:20]=[C:19]([C@H:21]3[CH2:26][CH2:25][CH2:24][CH2:23][N:22]3[C:48](=[O:47])[CH2:49][O:5][C:3]3[CH:2]=[CH:42][CH:41]=[CH:40][CH:39]=3)[O:18][N:17]=2)=[CH:14][CH:15]=1. The catalyst class is: 3.